From a dataset of Full USPTO retrosynthesis dataset with 1.9M reactions from patents (1976-2016). Predict the reactants needed to synthesize the given product. (1) Given the product [CH3:14][O:13][C:10]1[CH:11]=[CH:12][C:7]([CH:6]=[C:5]([C:15]2[CH:20]=[CH:19][CH:18]=[CH:17][N:16]=2)[C:4]([OH:21])=[O:3])=[CH:8][CH:9]=1, predict the reactants needed to synthesize it. The reactants are: C([O:3][C:4](=[O:21])[C:5]([C:15]1[CH:20]=[CH:19][CH:18]=[CH:17][N:16]=1)=[CH:6][C:7]1[CH:12]=[CH:11][C:10]([O:13][CH3:14])=[CH:9][CH:8]=1)C.[OH-].[Na+]. (2) Given the product [Cl:13][C:10]1[C:11]2[NH:12][C:14]([CH3:15])=[N:2][C:3]=2[CH:4]=[C:5]([C:6]([O:8][CH3:21])=[O:7])[CH:9]=1, predict the reactants needed to synthesize it. The reactants are: Cl.[NH2:2][C:3]1[CH:4]=[C:5]([CH:9]=[C:10]([Cl:13])[C:11]=1[NH2:12])[C:6]([O-:8])=[O:7].[C:14](CC(=O)C)(=O)[CH3:15].[CH2:21](O)C. (3) Given the product [CH2:22]([O:23][C:24]([C:26]1[CH:27]=[C:28]([C:38]2[C:43]([C:10]3[CH:11]=[C:12]([C:15]([F:18])([F:17])[F:16])[CH:13]=[CH:14][C:9]=3[O:8][CH2:1][C:2]3[CH:7]=[CH:6][CH:5]=[CH:4][CH:3]=3)=[CH:42][CH:41]=[CH:40][CH:39]=2)[CH:29]=[C:30]([NH:32][C:33](=[O:37])[CH2:34][CH2:35][CH3:36])[CH:31]=1)=[O:25])[CH3:45], predict the reactants needed to synthesize it. The reactants are: [CH2:1]([O:8][C:9]1[CH:14]=[CH:13][C:12]([C:15]([F:18])([F:17])[F:16])=[CH:11][C:10]=1B(O)O)[C:2]1[CH:7]=[CH:6][CH:5]=[CH:4][CH:3]=1.[CH3:22][O:23][C:24]([C:26]1[CH:27]=[C:28]([C:38]2[CH:43]=[CH:42][CH:41]=[CH:40][C:39]=2Br)[CH:29]=[C:30]([NH:32][C:33](=[O:37])[CH2:34][CH2:35][CH3:36])[CH:31]=1)=[O:25].[C:45](=O)([O-])[O-].[K+].[K+].C1(C)C=CC=CC=1.C(O)C. (4) Given the product [N:1]1([C:6]2[N:11]=[N:10][C:9]([CH:12]([CH3:15])[CH:13]=[O:14])=[CH:8][CH:7]=2)[CH:5]=[N:4][N:3]=[N:2]1, predict the reactants needed to synthesize it. The reactants are: [N:1]1([C:6]2[N:11]=[N:10][C:9]([CH:12]([CH3:15])[CH2:13][OH:14])=[CH:8][CH:7]=2)[CH:5]=[N:4][N:3]=[N:2]1. (5) Given the product [CH3:4][C:3]1[N:5]=[C:6]([CH2:7][C@H:8]([N:17]2[CH2:21][CH2:20][C@H:19]([NH:22][C:23](=[O:29])[O:24][C:25]([CH3:28])([CH3:27])[CH3:26])[C:18]2=[O:30])[C:9]([N:11]2[CH2:16][CH2:15][O:14][CH2:13][CH2:12]2)=[O:10])[O:31][N:2]=1, predict the reactants needed to synthesize it. The reactants are: C[N:2](C)/[C:3](=[N:5]/[C:6](=[O:31])[CH2:7][C@H:8]([N:17]1[CH2:21][CH2:20][C@H:19]([NH:22][C:23](=[O:29])[O:24][C:25]([CH3:28])([CH3:27])[CH3:26])[C:18]1=[O:30])[C:9]([N:11]1[CH2:16][CH2:15][O:14][CH2:13][CH2:12]1)=[O:10])/[CH3:4].Cl.NO. (6) Given the product [Br:14][CH2:8][CH2:7][CH2:6][NH:5][CH2:4][C:3]1[CH:10]=[CH:11][CH:12]=[CH:13][C:2]=1[CH3:1], predict the reactants needed to synthesize it. The reactants are: [CH3:1][C:2]1[CH:13]=[CH:12][CH:11]=[CH:10][C:3]=1[CH2:4][NH:5][CH2:6][CH2:7][CH2:8]O.[BrH:14]. (7) Given the product [OH:64][CH:57]([CH2:58][N:59]1[CH:63]=[CH:62][N:61]=[N:60]1)[CH2:56][NH:55][C:29]([C:28]1[CH:27]=[C:26]([CH3:32])[NH:25][C:24]=1/[CH:23]=[C:16]1\[C:17](=[O:22])[NH:18][C:19]2[C:15]\1=[CH:14][C:13]([S:10]([CH2:9][C:3]1[C:2]([Cl:1])=[CH:7][CH:6]=[CH:5][C:4]=1[Cl:8])(=[O:12])=[O:11])=[CH:21][CH:20]=2)=[O:31], predict the reactants needed to synthesize it. The reactants are: [Cl:1][C:2]1[CH:7]=[CH:6][CH:5]=[C:4]([Cl:8])[C:3]=1[CH2:9][S:10]([C:13]1[CH:14]=[C:15]2[C:19](=[CH:20][CH:21]=1)[NH:18][C:17](=[O:22])/[C:16]/2=[CH:23]\[C:24]1[NH:25][C:26]([CH3:32])=[CH:27][C:28]=1[C:29]([OH:31])=O)(=[O:12])=[O:11].C1C=CC2N(O)N=NC=2C=1.CCN=C=NCCCN(C)C.Cl.[NH2:55][CH2:56][CH:57]([OH:64])[CH2:58][N:59]1[CH:63]=[CH:62][N:61]=[N:60]1. (8) Given the product [CH3:23][S:24]([O:1][CH:2]1[CH2:7][CH2:6][N:5]([C:8]([O:10][C:11]([CH3:12])([CH3:14])[CH3:13])=[O:9])[C:4](=[O:15])[CH2:3]1)(=[O:26])=[O:25], predict the reactants needed to synthesize it. The reactants are: [OH:1][CH:2]1[CH2:7][CH2:6][N:5]([C:8]([O:10][C:11]([CH3:14])([CH3:13])[CH3:12])=[O:9])[C:4](=[O:15])[CH2:3]1.C(N(CC)CC)C.[CH3:23][S:24](Cl)(=[O:26])=[O:25]. (9) Given the product [CH3:20][N:18]1[CH:19]=[C:15]([N:14]2[C:5]3[C:4]4[CH:3]=[C:2]([C:29]5[CH:28]=[N:27][C:26]([O:34][CH3:35])=[C:25]([F:24])[CH:30]=5)[CH:11]=[CH:10][C:9]=4[N:8]=[CH:7][C:6]=3[N:12]([CH3:23])[C:13]2=[O:22])[C:16]([CH3:21])=[N:17]1, predict the reactants needed to synthesize it. The reactants are: Br[C:2]1[CH:11]=[CH:10][C:9]2[N:8]=[CH:7][C:6]3[N:12]([CH3:23])[C:13](=[O:22])[N:14]([C:15]4[C:16]([CH3:21])=[N:17][N:18]([CH3:20])[CH:19]=4)[C:5]=3[C:4]=2[CH:3]=1.[F:24][C:25]1[C:26]([O:34][CH3:35])=[N:27][CH:28]=[C:29](B(O)O)[CH:30]=1.